From a dataset of Full USPTO retrosynthesis dataset with 1.9M reactions from patents (1976-2016). Predict the reactants needed to synthesize the given product. The reactants are: [C:1]([O:5][C:6]([NH:8][C@H:9]1[CH2:13][C@@:12]([CH:17]([CH3:19])[CH3:18])([C:14]([OH:16])=[O:15])[CH:11]=[CH:10]1)=[O:7])([CH3:4])([CH3:3])[CH3:2]. Given the product [C:1]([O:5][C:6]([NH:8][C@@H:9]1[CH2:10][CH2:11][C@:12]([CH:17]([CH3:19])[CH3:18])([C:14]([OH:16])=[O:15])[CH2:13]1)=[O:7])([CH3:4])([CH3:3])[CH3:2], predict the reactants needed to synthesize it.